Dataset: Forward reaction prediction with 1.9M reactions from USPTO patents (1976-2016). Task: Predict the product of the given reaction. (1) The product is: [Br:1][C:2]1[C:3]([N:9]2[CH2:14][CH2:13][NH:12][CH2:11][CH2:10]2)=[N:4][CH:5]=[CH:6][CH:7]=1. Given the reactants [Br:1][C:2]1[C:3](Cl)=[N:4][CH:5]=[CH:6][CH:7]=1.[NH:9]1[CH2:14][CH2:13][NH:12][CH2:11][CH2:10]1, predict the reaction product. (2) Given the reactants C[O:2][C:3](=[O:34])[C:4]1[CH:9]=[CH:8][CH:7]=[C:6]([NH:10][C:11]([C:13]2[CH:18]=[CH:17][CH:16]=[C:15]([CH2:19][O:20][C:21]3[CH:26]=[CH:25][C:24]([C:27](=[O:29])[CH3:28])=[C:23]([OH:30])[C:22]=3[CH2:31][CH2:32][CH3:33])[N:14]=2)=[O:12])[CH:5]=1.CO.[OH-].[Li+].[ClH:39], predict the reaction product. The product is: [ClH:39].[C:27]([C:24]1[CH:25]=[CH:26][C:21]([O:20][CH2:19][C:15]2[CH:16]=[CH:17][CH:18]=[C:13]([C:11](=[O:12])[NH:10][C:6]3[CH:7]=[CH:8][CH:9]=[C:4]([C:3]([OH:34])=[O:2])[CH:5]=3)[N:14]=2)=[C:22]([CH2:31][CH2:32][CH3:33])[C:23]=1[OH:30])(=[O:29])[CH3:28].